This data is from Retrosynthesis with 50K atom-mapped reactions and 10 reaction types from USPTO. The task is: Predict the reactants needed to synthesize the given product. (1) The reactants are: BrCc1ccccc1Br.OC1CCCCC1. Given the product Brc1ccccc1COC1CCCCC1, predict the reactants needed to synthesize it. (2) Given the product CCOCCn1c(N2CCCN(CCC3(c4ccccc4)CCN(C(=O)c4cc(CS(C)(=O)=O)ccc4OC)C3)CC2)nc2ccccc21, predict the reactants needed to synthesize it. The reactants are: CCOCCn1c(N2CCCN(CCC3(c4ccccc4)CCNC3)CC2)nc2ccccc21.COc1ccc(CS(C)(=O)=O)cc1C(=O)O. (3) Given the product CCOC(=O)c1cnc(NN)nc1C(F)(F)C(F)(F)F, predict the reactants needed to synthesize it. The reactants are: CCOC(=O)c1cnc(Cl)nc1C(F)(F)C(F)(F)F.NN. (4) Given the product O=C1NC(=S)S/C1=C\c1cc2cncc(C#CC3CC3)c2o1, predict the reactants needed to synthesize it. The reactants are: O=C1CSC(=S)N1.O=Cc1cc2cncc(C#CC3CC3)c2o1. (5) Given the product COc1ccc(CN(C)C)cc1NC(=O)[C@H](NC(=O)N1CCN(C(=O)c2ccc(F)cc2)CC1)[C@@H](C)c1c[nH]c2ccccc12, predict the reactants needed to synthesize it. The reactants are: COc1ccc(CN(C)C)cc1NC(=O)[C@H](NC(=O)N1CCNCC1)[C@@H](C)c1c[nH]c2ccccc12.O=C(O)c1ccc(F)cc1. (6) Given the product CCCCC(CCOc1ccc(CCC(=O)O)cc1OC)c1sc2cc(C(F)(F)F)ccc2c1C, predict the reactants needed to synthesize it. The reactants are: CCCCC(CCOc1ccc(CCC(=O)OC)cc1OC)c1sc2cc(C(F)(F)F)ccc2c1C.